This data is from Merck oncology drug combination screen with 23,052 pairs across 39 cell lines. The task is: Regression. Given two drug SMILES strings and cell line genomic features, predict the synergy score measuring deviation from expected non-interaction effect. Drug 1: N#Cc1ccc(Cn2cncc2CN2CCN(c3cccc(Cl)c3)C(=O)C2)cc1. Drug 2: CCC1(O)C(=O)OCc2c1cc1n(c2=O)Cc2cc3c(CN(C)C)c(O)ccc3nc2-1. Cell line: NCIH23. Synergy scores: synergy=15.5.